Dataset: Catalyst prediction with 721,799 reactions and 888 catalyst types from USPTO. Task: Predict which catalyst facilitates the given reaction. (1) Reactant: [CH3:1][C:2]1[CH:3]=[CH:4][C:5]([N+:16]([O-])=O)=[C:6]([S:8]([CH2:11][C:12]([O:14][CH3:15])=[O:13])(=[O:10])=[O:9])[CH:7]=1.[H][H]. Product: [NH2:16][C:5]1[CH:4]=[CH:3][C:2]([CH3:1])=[CH:7][C:6]=1[S:8]([CH2:11][C:12]([O:14][CH3:15])=[O:13])(=[O:10])=[O:9]. The catalyst class is: 19. (2) Reactant: [C@H:1]1([C:10]([O:12][CH3:13])=[O:11])[CH2:6][CH2:5][C@H:4]([C:7]([O-])=[O:8])[CH2:3][CH2:2]1.O.C(=O)([O-])O.[Na+]. Product: [OH:8][CH2:7][C@H:4]1[CH2:3][CH2:2][C@H:1]([C:10]([O:12][CH3:13])=[O:11])[CH2:6][CH2:5]1. The catalyst class is: 7. (3) Reactant: [N:1]1([C:6]2[CH2:11][CH2:10][C:9]([CH3:13])([CH3:12])[C@H:8]([N:14]([CH3:27])[C:15]3[CH:22]=[CH:21][C:18]([C:19]#[N:20])=[C:17]([C:23]([F:26])([F:25])[F:24])[CH:16]=3)[CH:7]=2)[CH:5]=[CH:4][N:3]=[CH:2]1.[Se](=O)=[O:29].[N+]1([O-])C=CC=CC=1. Product: [OH:29][C@H:11]1[CH2:10][C:9]([CH3:13])([CH3:12])[C@H:8]([N:14]([CH3:27])[C:15]2[CH:22]=[CH:21][C:18]([C:19]#[N:20])=[C:17]([C:23]([F:24])([F:25])[F:26])[CH:16]=2)[CH:7]=[C:6]1[N:1]1[CH:5]=[CH:4][N:3]=[CH:2]1. The catalyst class is: 225. (4) Reactant: C(OC([N:8]1[CH2:13][CH2:12][N:11]([C:14]2[CH:19]=[N:18][C:17]([C:20]3[N:21]=[N:22][N:23]([CH2:25][C:26]([O:28][CH2:29][CH3:30])=[O:27])[N:24]=3)=[CH:16][N:15]=2)[CH2:10][CH2:9]1)=O)(C)(C)C.[ClH:31]. Product: [ClH:31].[N:11]1([C:14]2[N:15]=[CH:16][C:17]([C:20]3[N:21]=[N:22][N:23]([CH2:25][C:26]([O:28][CH2:29][CH3:30])=[O:27])[N:24]=3)=[N:18][CH:19]=2)[CH2:12][CH2:13][NH:8][CH2:9][CH2:10]1. The catalyst class is: 12. (5) Reactant: [C:1]([O:5][C:6]([N:8]1[CH2:13][CH2:12][N:11]([C:14]2[N:22]([CH2:23][C:24]#[C:25][CH3:26])[C:21]3[C:20](=[O:27])[N:19](COC(=O)C(C)(C)C)[C:18](=[O:36])[N:17]([CH2:37][CH2:38][O:39][CH2:40][CH3:41])[C:16]=3[N:15]=2)[CH2:10][CH2:9]1)=[O:7])([CH3:4])([CH3:3])[CH3:2].[H-].[Na+].Cl. Product: [C:1]([O:5][C:6]([N:8]1[CH2:9][CH2:10][N:11]([C:14]2[N:22]([CH2:23][C:24]#[C:25][CH3:26])[C:21]3[C:20](=[O:27])[NH:19][C:18](=[O:36])[N:17]([CH2:37][CH2:38][O:39][CH2:40][CH3:41])[C:16]=3[N:15]=2)[CH2:12][CH2:13]1)=[O:7])([CH3:4])([CH3:3])[CH3:2]. The catalyst class is: 83. (6) Reactant: [C:1]1([C:7]2[N:11]3[CH:12]=[C:13]([C:20]([OH:22])=O)[C:14]4[C:19]([C:10]3=[CH:9][N:8]=2)=[CH:18][CH:17]=[CH:16][CH:15]=4)[CH:6]=[CH:5][CH:4]=[CH:3][CH:2]=1.F[P-](F)(F)(F)(F)F.[N:30]1(O[P+](N(C)C)(N(C)C)N(C)C)[C:34]2C=[CH:36][CH:37]=[CH:38][C:33]=2N=N1.N1CCCCC1.C([O-])(O)=O.[Na+]. Product: [C:1]1([C:7]2[N:11]3[CH:12]=[C:13]([C:20]([N:30]4[CH2:36][CH2:37][CH2:38][CH2:33][CH2:34]4)=[O:22])[C:14]4[C:19]([C:10]3=[CH:9][N:8]=2)=[CH:18][CH:17]=[CH:16][CH:15]=4)[CH:6]=[CH:5][CH:4]=[CH:3][CH:2]=1. The catalyst class is: 3.